Task: Regression. Given two drug SMILES strings and cell line genomic features, predict the synergy score measuring deviation from expected non-interaction effect.. Dataset: NCI-60 drug combinations with 297,098 pairs across 59 cell lines (1) Drug 1: CC1=C(C=C(C=C1)NC2=NC=CC(=N2)N(C)C3=CC4=NN(C(=C4C=C3)C)C)S(=O)(=O)N.Cl. Drug 2: CC1=C(C(CCC1)(C)C)C=CC(=CC=CC(=CC(=O)O)C)C. Cell line: NCI/ADR-RES. Synergy scores: CSS=-2.53, Synergy_ZIP=1.88, Synergy_Bliss=1.07, Synergy_Loewe=-0.464, Synergy_HSA=-1.85. (2) Drug 1: CC12CCC3C(C1CCC2=O)CC(=C)C4=CC(=O)C=CC34C. Drug 2: CCC1=CC2CC(C3=C(CN(C2)C1)C4=CC=CC=C4N3)(C5=C(C=C6C(=C5)C78CCN9C7C(C=CC9)(C(C(C8N6C)(C(=O)OC)O)OC(=O)C)CC)OC)C(=O)OC.C(C(C(=O)O)O)(C(=O)O)O. Cell line: ACHN. Synergy scores: CSS=40.3, Synergy_ZIP=4.51, Synergy_Bliss=5.57, Synergy_Loewe=8.55, Synergy_HSA=8.66.